Dataset: Forward reaction prediction with 1.9M reactions from USPTO patents (1976-2016). Task: Predict the product of the given reaction. (1) Given the reactants BrC[CH2:3][CH2:4][CH2:5][C:6]1C=[CH:15][CH:14]=[C:8]2[C:9]([NH:11][C:12](=[O:13])[C:7]=12)=O.[NH:17]1[CH2:22][CH2:21][O:20][CH2:19][CH2:18]1.C(N(CC)CC)C.[CH2:30]([OH:32])[CH3:31], predict the reaction product. The product is: [N:17]1([CH2:15][CH2:14][CH2:8][CH2:9][N:11]2[C:30](=[O:32])[C:31]3[C:7](=[CH:6][CH:5]=[CH:4][CH:3]=3)[C:12]2=[O:13])[CH2:22][CH2:21][O:20][CH2:19][CH2:18]1. (2) Given the reactants S(=O)(=O)(O)O.[F:6][C:7]1[CH:8]=[C:9]([CH2:14][CH2:15][CH2:16][C:17]([OH:19])=O)[CH:10]=[C:11]([F:13])[CH:12]=1, predict the reaction product. The product is: [F:13][C:11]1[CH:10]=[C:9]2[C:8](=[C:7]([F:6])[CH:12]=1)[C:17](=[O:19])[CH2:16][CH2:15][CH2:14]2. (3) The product is: [C:26]1([C:32]2[CH:36]=[C:35]([C:37]3[CH:42]=[CH:41][CH:40]=[CH:39][CH:38]=3)[N:34]([CH2:43][C:44]3[CH:49]=[CH:48][C:47]([CH2:50][NH:13][C:14]4[CH:15]=[CH:16][C:17]([CH2:20][CH2:21][C:22]([O:24][CH3:25])=[O:23])=[CH:18][CH:19]=4)=[CH:46][CH:45]=3)[N:33]=2)[CH:31]=[CH:30][CH:29]=[CH:28][CH:27]=1. Given the reactants [N+](C1C=CC=CC=1S([NH:13][C:14]1[CH:19]=[CH:18][C:17]([CH2:20][CH2:21][C:22]([O:24][CH3:25])=[O:23])=[CH:16][CH:15]=1)(=O)=O)([O-])=O.[C:26]1([C:32]2[CH:36]=[C:35]([C:37]3[CH:42]=[CH:41][CH:40]=[CH:39][CH:38]=3)[N:34]([CH2:43][C:44]3[CH:49]=[CH:48][C:47]([CH2:50]O)=[CH:46][CH:45]=3)[N:33]=2)[CH:31]=[CH:30][CH:29]=[CH:28][CH:27]=1.C1(P(C2C=CC=CC=2)C2C=CC=CC=2)C=CC=CC=1.N(C(OCC)=O)=NC(OCC)=O.SCC(O)=O.O.[OH-].[Li+].C(=O)([O-])O.[Na+], predict the reaction product. (4) Given the reactants [NH2:1][CH2:2][C@H:3]1[N:10]([C:11]([C:13]2[N:14]=[C:15]([CH3:25])[S:16][C:17]=2[C:18]2[CH:19]=[C:20]([CH3:24])[CH:21]=[CH:22][CH:23]=2)=[O:12])[CH2:9][C@H:8]2[C@@H:4]1[CH2:5][CH:6]([CH3:26])[CH2:7]2.[F:27][C:28]1[CH:29]=[C:30]([CH:34]=[CH:35][CH:36]=1)[C:31](O)=[O:32], predict the reaction product. The product is: [F:27][C:28]1[CH:29]=[C:30]([CH:34]=[CH:35][CH:36]=1)[C:31]([NH:1][CH2:2][C@H:3]1[N:10]([C:11]([C:13]2[N:14]=[C:15]([CH3:25])[S:16][C:17]=2[C:18]2[CH:19]=[C:20]([CH3:24])[CH:21]=[CH:22][CH:23]=2)=[O:12])[CH2:9][C@H:8]2[C@@H:4]1[CH2:5][CH:6]([CH3:26])[CH2:7]2)=[O:32]. (5) Given the reactants [C:1]([C:3]1[CH:8]=[CH:7][C:6]([OH:9])=[CH:5][CH:4]=1)#[N:2].C(=O)([O-])[O-].[K+].[K+].Br[CH2:17][C:18]#[N:19], predict the reaction product. The product is: [C:18]([CH2:17][O:9][C:6]1[CH:7]=[CH:8][C:3]([C:1]#[N:2])=[CH:4][CH:5]=1)#[N:19]. (6) Given the reactants [C:1]([O:4][CH2:5][CH2:6][NH:7][C@H:8]1[C:16]2[C:11](=[C:12]([C:17]3[N:21]=[C:20]([C:22]4[CH:27]=[CH:26][C:25]([O:28][CH:29]([CH3:31])[CH3:30])=[C:24]([C:32]#[N:33])[CH:23]=4)[O:19][N:18]=3)[CH:13]=[CH:14][CH:15]=2)[CH2:10][CH2:9]1)(=[O:3])[CH3:2].[CH3:34][S:35](Cl)(=[O:37])=[O:36].C(N(CC)CC)C, predict the reaction product. The product is: [C:1]([O:4][CH2:5][CH2:6][N:7]([C@H:8]1[C:16]2[C:11](=[C:12]([C:17]3[N:21]=[C:20]([C:22]4[CH:27]=[CH:26][C:25]([O:28][CH:29]([CH3:31])[CH3:30])=[C:24]([C:32]#[N:33])[CH:23]=4)[O:19][N:18]=3)[CH:13]=[CH:14][CH:15]=2)[CH2:10][CH2:9]1)[S:35]([CH3:34])(=[O:37])=[O:36])(=[O:3])[CH3:2]. (7) Given the reactants [Br:1][C:2]1[CH:7]=[CH:6][C:5]([CH2:8][CH2:9][N+:10]([O-:12])=[O:11])=[CH:4][CH:3]=1.C[O:14][CH:15](OC)[CH2:16][CH2:17][CH2:18][CH:19]=O, predict the reaction product. The product is: [Br:1][C:2]1[CH:3]=[CH:4][C:5]([CH2:8]/[C:9](/[N+:10]([O-:12])=[O:11])=[CH:19]\[CH2:18][CH2:17][CH2:16][CH:15]=[O:14])=[CH:6][CH:7]=1.